This data is from Forward reaction prediction with 1.9M reactions from USPTO patents (1976-2016). The task is: Predict the product of the given reaction. The product is: [Br:8][C:6]1[N:7]=[C:2]([NH:15][CH2:14][C:13]2[CH:16]=[CH:17][CH:18]=[C:11]([F:10])[CH:12]=2)[C:3]([NH2:9])=[N:4][CH:5]=1. Given the reactants Br[C:2]1[C:3]([NH2:9])=[N:4][CH:5]=[C:6]([Br:8])[N:7]=1.[F:10][C:11]1[CH:12]=[C:13]([CH:16]=[CH:17][CH:18]=1)[CH2:14][NH2:15].C(N(CC)C(C)C)(C)C, predict the reaction product.